Dataset: Reaction yield outcomes from USPTO patents with 853,638 reactions. Task: Predict the reaction yield, written as a fraction of the theoretical maximum amount of product (1.0 means a 100% yield; for example, 0.34 means a 34% yield). (1) The reactants are [Cl:1][C:2]1[C:3]([F:41])=[C:4]([C@H:8]2[CH2:12][N:11]([CH2:13][C:14]([NH:16][C:17]3[CH:25]=[CH:24][C:20]([C:21](O)=[O:22])=[CH:19][CH:18]=3)=[O:15])[C@@H:10]([CH2:26][C:27]([CH3:30])([CH3:29])[CH3:28])[C@@:9]2([C:33]2[CH:38]=[CH:37][C:36]([Cl:39])=[CH:35][C:34]=2[F:40])[C:31]#[N:32])[CH:5]=[CH:6][CH:7]=1.N.C[N:44](C(ON1N=NC2C=CC=NC1=2)=[N+](C)C)C.F[P-](F)(F)(F)(F)F.CCN(C(C)C)C(C)C. The catalyst is C(Cl)Cl. The product is [Cl:1][C:2]1[C:3]([F:41])=[C:4]([C@H:8]2[CH2:12][N:11]([CH2:13][C:14]([NH:16][C:17]3[CH:25]=[CH:24][C:20]([C:21]([NH2:44])=[O:22])=[CH:19][CH:18]=3)=[O:15])[C@@H:10]([CH2:26][C:27]([CH3:30])([CH3:29])[CH3:28])[C@@:9]2([C:33]2[CH:38]=[CH:37][C:36]([Cl:39])=[CH:35][C:34]=2[F:40])[C:31]#[N:32])[CH:5]=[CH:6][CH:7]=1. The yield is 1.00. (2) The reactants are [Cl:1][C:2]1[CH:22]=[CH:21][C:5]([CH2:6][C:7]2[N:8]=[C:9]([C:15]3[CH:20]=[CH:19][N:18]=[CH:17][CH:16]=3)[S:10][C:11]=2[C:12](O)=[O:13])=[CH:4][CH:3]=1.C1C=[CH:25][C:26]2N(O)N=[N:29][C:27]=2C=1.CCN=C=NCCCN(C)C.C(N)C=C. The catalyst is C(Cl)Cl. The product is [CH2:27]([NH:29][C:12]([C:11]1[S:10][C:9]([C:15]2[CH:16]=[CH:17][N:18]=[CH:19][CH:20]=2)=[N:8][C:7]=1[CH2:6][C:5]1[CH:21]=[CH:22][C:2]([Cl:1])=[CH:3][CH:4]=1)=[O:13])[CH:26]=[CH2:25]. The yield is 0.610. (3) No catalyst specified. The reactants are [S:1]([O:11][CH:12](OS(C1C=CC(C)=CC=1)(=O)=O)/[CH:13]=[CH:14]/[CH3:15])([C:4]1[CH:10]=[CH:9][C:7]([CH3:8])=[CH:6][CH:5]=1)(=[O:3])=[O:2].CC1C=CC([C@@H]2C(C(O[11CH3])=O)C3N(C/C=C/C[F:50])[C@H](CC3)C2)=CC=1.NCCC1C=CC(O)=C(O)C=1. The product is [C:7]1([CH3:8])[CH:9]=[CH:10][C:4]([S:1]([O:11][CH2:12]/[CH:13]=[CH:14]/[CH2:15][F:50])(=[O:3])=[O:2])=[CH:5][CH:6]=1. The yield is 0.280. (4) The reactants are [CH3:1][O:2][C:3]([C:5]1[S:6][C:7]([C:24]#[C:25][C:26]([CH3:29])([CH3:28])[CH3:27])=[CH:8][C:9]=1[N:10]1[C@H:15]([CH:16]2[CH2:21][CH2:20][CH2:19][CH2:18][CH2:17]2)[CH2:14][CH2:13][C@H:12](O)[C:11]1=[O:23])=[O:4].P(Br)(Br)[Br:31]. The catalyst is C(Cl)Cl. The product is [CH3:1][O:2][C:3]([C:5]1[S:6][C:7]([C:24]#[C:25][C:26]([CH3:29])([CH3:28])[CH3:27])=[CH:8][C:9]=1[N:10]1[CH:15]([CH:16]2[CH2:21][CH2:20][CH2:19][CH2:18][CH2:17]2)[CH2:14][CH2:13][C@H:12]([Br:31])[C:11]1=[O:23])=[O:4]. The yield is 0.760. (5) The yield is 0.733. The product is [CH3:11][C:3]1[C:2]([B:12]2[O:16][C:15]([CH3:18])([CH3:17])[C:14]([CH3:20])([CH3:19])[O:13]2)=[CH:10][C:6]2[N:7]=[CH:8][S:9][C:5]=2[CH:4]=1. The reactants are Br[C:2]1[C:3]([CH3:11])=[CH:4][C:5]2[S:9][CH:8]=[N:7][C:6]=2[CH:10]=1.[B:12]1([B:12]2[O:16][C:15]([CH3:18])([CH3:17])[C:14]([CH3:20])([CH3:19])[O:13]2)[O:16][C:15]([CH3:18])([CH3:17])[C:14]([CH3:20])([CH3:19])[O:13]1.C([O-])(=O)C.[K+].CC(=O)OCC.[Cl-].[Na+].O. The catalyst is O1CCOCC1. (6) The reactants are N[C@@H](C(C)C)CO.[CH:8]([CH:11]1[NH:16][C:15](=[O:17])[CH:14]([CH:18]([CH3:20])[CH3:19])[NH:13][C:12]1=[O:21])([CH3:10])[CH3:9]. No catalyst specified. The product is [CH:8]([C@@H:11]1[NH:16][C:15](=[O:17])[C@H:14]([CH:18]([CH3:20])[CH3:19])[NH:13][C:12]1=[O:21])([CH3:10])[CH3:9]. The yield is 0.780. (7) The reactants are [N:1]12[CH2:8][CH2:7][C:4]([C:9]([C:17]3[CH:22]=[CH:21][CH:20]=[CH:19][CH:18]=3)([C:11]3[CH:16]=[CH:15][CH:14]=[CH:13][CH:12]=3)[OH:10])([CH2:5][CH2:6]1)[CH2:3][CH2:2]2.[Br:23][CH2:24][CH2:25][CH3:26]. The catalyst is CC#N. The product is [Br-:23].[OH:10][C:9]([C:17]1[CH:22]=[CH:21][CH:20]=[CH:19][CH:18]=1)([C:11]1[CH:12]=[CH:13][CH:14]=[CH:15][CH:16]=1)[C:4]12[CH2:5][CH2:6][N+:1]([CH2:24][CH2:25][CH3:26])([CH2:2][CH2:3]1)[CH2:8][CH2:7]2. The yield is 0.751.